This data is from Peptide-MHC class II binding affinity with 134,281 pairs from IEDB. The task is: Regression. Given a peptide amino acid sequence and an MHC pseudo amino acid sequence, predict their binding affinity value. This is MHC class II binding data. The peptide sequence is RREIFIVETGLCSLA. The MHC is DRB1_0301 with pseudo-sequence DRB1_0301. The binding affinity (normalized) is 0.0817.